This data is from Forward reaction prediction with 1.9M reactions from USPTO patents (1976-2016). The task is: Predict the product of the given reaction. (1) The product is: [NH2:15][C@@:8]([C:6]1[CH:7]=[C:2]([Br:1])[CH:3]=[CH:4][C:5]=1[F:22])([CH3:14])[CH2:9][S:10][CH2:11][C:12]#[N:13]. Given the reactants [Br:1][C:2]1[CH:3]=[CH:4][C:5]([F:22])=[C:6]([C@:8]([NH:15]C(=O)C(F)(F)F)([CH3:14])[CH2:9][S:10][CH2:11][C:12]#[N:13])[CH:7]=1.[BH4-].[Na+].[NH4+].[Cl-], predict the reaction product. (2) Given the reactants [NH:1]1[CH2:5][CH2:4][C@@H:3]([N:6]2[CH:10]=[C:9]([O:11][C:12]3[N:13]=[C:14]([OH:22])[C:15]4[CH:21]=[CH:20][N:19]=[CH:18][C:16]=4[N:17]=3)[CH:8]=[N:7]2)[CH2:2]1.Br[CH2:24][C:25]1[CH:30]=[CH:29][CH:28]=[CH:27][CH:26]=1, predict the reaction product. The product is: [CH2:24]([N:1]1[CH2:5][CH2:4][C@@H:3]([N:6]2[CH:10]=[C:9]([O:11][C:12]3[N:13]=[C:14]([OH:22])[C:15]4[CH:21]=[CH:20][N:19]=[CH:18][C:16]=4[N:17]=3)[CH:8]=[N:7]2)[CH2:2]1)[C:25]1[CH:30]=[CH:29][CH:28]=[CH:27][CH:26]=1. (3) Given the reactants [CH:1]([C:3]1[CH:8]=[CH:7][C:6](B(O)O)=[CH:5][CH:4]=1)=[CH2:2].[C:12]([O:16][C:17](=[O:38])[NH:18][C:19]([C:21]1[S:22][C:23]([S:36][CH3:37])=[C:24]([S:26]([C:29]2[CH:34]=[CH:33][CH:32]=[C:31](Br)[CH:30]=2)(=[O:28])=[O:27])[CH:25]=1)=[NH:20])([CH3:15])([CH3:14])[CH3:13].C([O-])([O-])=O.[Na+].[Na+], predict the reaction product. The product is: [C:12]([O:16][C:17](=[O:38])[NH:18][C:19](=[NH:20])[C:21]1[S:22][C:23]([S:36][CH3:37])=[C:24]([S:26]([C:29]2[CH:30]=[C:31]([C:6]3[CH:7]=[CH:8][C:3]([CH:1]=[CH2:2])=[CH:4][CH:5]=3)[CH:32]=[CH:33][CH:34]=2)(=[O:28])=[O:27])[CH:25]=1)([CH3:15])([CH3:14])[CH3:13]. (4) Given the reactants Cl.CN(C)CCCN=C=NCC.[C:13](/[CH:15]=[CH:16]/[S:17]([C:20]1[CH:25]=[CH:24][C:23]([C:26]([CH3:31])([CH3:30])[C:27]([OH:29])=O)=[CH:22][CH:21]=1)(=[O:19])=[O:18])#[N:14].[NH2:32][C@@H:33]([C:36]1[CH:41]=[CH:40][CH:39]=[CH:38][CH:37]=1)[CH2:34][OH:35].ON1C2C=CC=CC=2N=N1, predict the reaction product. The product is: [C:13](/[CH:15]=[CH:16]/[S:17]([C:20]1[CH:21]=[CH:22][C:23]([C:26]([CH3:31])([CH3:30])[C:27]([NH:32][C@@H:33]([C:36]2[CH:41]=[CH:40][CH:39]=[CH:38][CH:37]=2)[CH2:34][OH:35])=[O:29])=[CH:24][CH:25]=1)(=[O:18])=[O:19])#[N:14]. (5) Given the reactants C1(P(C2C=CC=CC=2)C2C=CC=CC=2)C=CC=CC=1.N(C(OC(C)C)=O)=NC(OC(C)C)=O.[C:34]([O:38][C:39]([N:41]([CH2:49][C:50]1([NH:53][C:54](=[O:63])[O:55][CH2:56][C:57]2[CH:62]=[CH:61][CH:60]=[CH:59][CH:58]=2)[CH2:52][CH2:51]1)[C@@H:42]([CH2:47]O)[CH2:43][CH:44]([CH3:46])[CH3:45])=[O:40])([CH3:37])([CH3:36])[CH3:35], predict the reaction product. The product is: [CH2:43]([C@H:42]1[N:41]([C:39]([O:38][C:34]([CH3:36])([CH3:35])[CH3:37])=[O:40])[CH2:49][C:50]2([CH2:51][CH2:52]2)[N:53]([C:54]([O:55][CH2:56][C:57]2[CH:62]=[CH:61][CH:60]=[CH:59][CH:58]=2)=[O:63])[CH2:47]1)[CH:44]([CH3:46])[CH3:45]. (6) Given the reactants Cl[C:2]1[N:3]=[C:4]([O:20][C:21]2[CH:26]=[CH:25][CH:24]=[C:23]([N+:27]([O-:29])=[O:28])[CH:22]=2)[C:5]2[C:10]([F:11])=[CH:9][N:8]([CH2:12][O:13][CH2:14][CH2:15][Si:16]([CH3:19])([CH3:18])[CH3:17])[C:6]=2[N:7]=1.[CH3:30][N:31]1[CH:35]=[CH:34][C:33]([NH2:36])=[N:32]1.C([O-])([O-])=O.[Cs+].[Cs+].CC1(C)C2C(=C(P(C3C=CC=CC=3)C3C=CC=CC=3)C=CC=2)OC2C(P(C3C=CC=CC=3)C3C=CC=CC=3)=CC=CC1=2, predict the reaction product. The product is: [F:11][C:10]1[C:5]2[C:4]([O:20][C:21]3[CH:26]=[CH:25][CH:24]=[C:23]([N+:27]([O-:29])=[O:28])[CH:22]=3)=[N:3][C:2]([NH:36][C:33]3[CH:34]=[CH:35][N:31]([CH3:30])[N:32]=3)=[N:7][C:6]=2[N:8]([CH2:12][O:13][CH2:14][CH2:15][Si:16]([CH3:19])([CH3:18])[CH3:17])[CH:9]=1.